From a dataset of TCR-epitope binding with 47,182 pairs between 192 epitopes and 23,139 TCRs. Binary Classification. Given a T-cell receptor sequence (or CDR3 region) and an epitope sequence, predict whether binding occurs between them. (1) The epitope is ILGLPTQTV. The TCR CDR3 sequence is CASSQDGSYEQYF. Result: 0 (the TCR does not bind to the epitope). (2) The epitope is FLKEKGGL. The TCR CDR3 sequence is CASSSPLLSSDTQYF. Result: 0 (the TCR does not bind to the epitope). (3) The epitope is PROT_97E67BCC. The TCR CDR3 sequence is CASSFGSGELFF. Result: 0 (the TCR does not bind to the epitope). (4) Result: 0 (the TCR does not bind to the epitope). The epitope is RLDKVEAEV. The TCR CDR3 sequence is CATSGQSHTDTQYF. (5) The epitope is ILGLPTQTV. The TCR CDR3 sequence is CASSQELAGGQETQYF. Result: 1 (the TCR binds to the epitope). (6) The epitope is IPIQASLPF. The TCR CDR3 sequence is CASSQDTQGDEKLFF. Result: 1 (the TCR binds to the epitope).